Dataset: Peptide-MHC class II binding affinity with 134,281 pairs from IEDB. Task: Regression. Given a peptide amino acid sequence and an MHC pseudo amino acid sequence, predict their binding affinity value. This is MHC class II binding data. (1) The peptide sequence is NAAYNAADHAAPEDK. The MHC is DRB3_0202 with pseudo-sequence DRB3_0202. The binding affinity (normalized) is 0.360. (2) The peptide sequence is KTGQALVVGIYDEPM. The MHC is DRB3_0202 with pseudo-sequence DRB3_0202. The binding affinity (normalized) is 0.133. (3) The peptide sequence is YKICTDKMFFVKNPT. The MHC is DRB1_0405 with pseudo-sequence DRB1_0405. The binding affinity (normalized) is 0.306.